Task: Predict which catalyst facilitates the given reaction.. Dataset: Catalyst prediction with 721,799 reactions and 888 catalyst types from USPTO (1) Reactant: C(=O)([O-])[O-].[K+].[K+].[C:7]([O:11][CH3:12])(=[O:10])[CH2:8][SH:9].[Br:13][C:14]1[C:15](F)=[C:16]([CH:19]=[C:20]([C:22]([F:25])([F:24])[F:23])[CH:21]=1)[CH:17]=O.O. Product: [Br:13][C:14]1[C:15]2[S:9][C:8]([C:7]([O:11][CH3:12])=[O:10])=[CH:17][C:16]=2[CH:19]=[C:20]([C:22]([F:23])([F:24])[F:25])[CH:21]=1. The catalyst class is: 23. (2) Reactant: Br[C:2]1[C:11]([C:12]2[CH:17]=[CH:16][C:15]([F:18])=[CH:14][CH:13]=2)=[CH:10][C:9]([O:19][CH3:20])=[C:8]2[C:3]=1[C:4](=[O:29])[N:5]([CH2:21][O:22][CH2:23][CH2:24][Si:25]([CH3:28])([CH3:27])[CH3:26])[CH:6]=[N:7]2.[NH:30]1CCC[C@H:31]1C(O)=O.[Cu]C#N. Product: [F:18][C:15]1[CH:16]=[CH:17][C:12]([C:11]2[CH:10]=[C:9]([O:19][CH3:20])[C:8]3[N:7]=[CH:6][N:5]([CH2:21][O:22][CH2:23][CH2:24][Si:25]([CH3:28])([CH3:27])[CH3:26])[C:4](=[O:29])[C:3]=3[C:2]=2[C:31]#[N:30])=[CH:13][CH:14]=1. The catalyst class is: 9. (3) Reactant: [CH3:1][C:2]1[CH:3]=[C:4]([NH:9][N:10]=[C:11]([C:18]2[CH:23]=[CH:22][CH:21]=[CH:20][CH:19]=2)[C:12]2[CH:17]=[CH:16][CH:15]=[CH:14][CH:13]=2)[CH:5]=[C:6]([CH3:8])[CH:7]=1.Br[C:25]1[CH:30]=[CH:29][C:28]([C:31]2[CH:36]=[CH:35][CH:34]=[CH:33][CH:32]=2)=[CH:27][CH:26]=1.CC([O-])(C)C.[Na+]. Product: [CH3:8][C:6]1[CH:5]=[C:4]([N:9]([C:34]2[CH:35]=[CH:36][C:31]([C:28]3[CH:29]=[CH:30][CH:25]=[CH:26][CH:27]=3)=[CH:32][CH:33]=2)[N:10]=[C:11]([C:12]2[CH:17]=[CH:16][CH:15]=[CH:14][CH:13]=2)[C:18]2[CH:23]=[CH:22][CH:21]=[CH:20][CH:19]=2)[CH:3]=[C:2]([CH3:1])[CH:7]=1. The catalyst class is: 718.